Dataset: Peptide-MHC class I binding affinity with 185,985 pairs from IEDB/IMGT. Task: Regression. Given a peptide amino acid sequence and an MHC pseudo amino acid sequence, predict their binding affinity value. This is MHC class I binding data. (1) The peptide sequence is MKWGMEMRR. The MHC is HLA-A69:01 with pseudo-sequence HLA-A69:01. The binding affinity (normalized) is 0.0847. (2) The peptide sequence is ALGIICSAL. The MHC is HLA-B07:02 with pseudo-sequence HLA-B07:02. The binding affinity (normalized) is 0.0847. (3) The peptide sequence is WSTIWRQLY. The MHC is HLA-A01:01 with pseudo-sequence HLA-A01:01. The binding affinity (normalized) is 0.787. (4) The peptide sequence is SLLRNDVPMA. The MHC is HLA-A30:01 with pseudo-sequence HLA-A30:01. The binding affinity (normalized) is 0.278. (5) The peptide sequence is TQFNFNGHT. The binding affinity (normalized) is 0. The MHC is HLA-A68:02 with pseudo-sequence HLA-A68:02. (6) The peptide sequence is YSKPWMAFF. The MHC is HLA-A02:06 with pseudo-sequence HLA-A02:06. The binding affinity (normalized) is 0.438. (7) The peptide sequence is SLTALSAGV. The MHC is HLA-A02:03 with pseudo-sequence HLA-A02:03. The binding affinity (normalized) is 0.943. (8) The peptide sequence is WLQKIPLQW. The MHC is HLA-B27:03 with pseudo-sequence HLA-B27:03. The binding affinity (normalized) is 0.0847. (9) The peptide sequence is KRRGGIGDM. The MHC is Mamu-B08 with pseudo-sequence Mamu-B08. The binding affinity (normalized) is 0.502. (10) The peptide sequence is QTVDFTDCRT. The MHC is HLA-A02:01 with pseudo-sequence HLA-A02:01. The binding affinity (normalized) is 0.0205.